From a dataset of NCI-60 drug combinations with 297,098 pairs across 59 cell lines. Regression. Given two drug SMILES strings and cell line genomic features, predict the synergy score measuring deviation from expected non-interaction effect. (1) Drug 1: COC1=CC(=CC(=C1O)OC)C2C3C(COC3=O)C(C4=CC5=C(C=C24)OCO5)OC6C(C(C7C(O6)COC(O7)C8=CC=CS8)O)O. Drug 2: C1C(C(OC1N2C=NC(=NC2=O)N)CO)O. Cell line: T-47D. Synergy scores: CSS=28.1, Synergy_ZIP=-8.47, Synergy_Bliss=0.778, Synergy_Loewe=-18.1, Synergy_HSA=-3.39. (2) Drug 1: CCCS(=O)(=O)NC1=C(C(=C(C=C1)F)C(=O)C2=CNC3=C2C=C(C=N3)C4=CC=C(C=C4)Cl)F. Drug 2: N.N.Cl[Pt+2]Cl. Cell line: NCI-H226. Synergy scores: CSS=-1.36, Synergy_ZIP=5.83, Synergy_Bliss=-2.91, Synergy_Loewe=-6.19, Synergy_HSA=-6.18.